The task is: Predict the reactants needed to synthesize the given product.. This data is from Full USPTO retrosynthesis dataset with 1.9M reactions from patents (1976-2016). Given the product [Cl:53][C:19]1[CH:18]=[CH:17][C:16]([C:13]2([C:10]3[C:9]([OH:22])=[C:8]([C:23]([OH:25])=[O:24])[C:7]4[C:12](=[C:3]5[CH2:1][CH2:2][CH2:31][CH2:36][C:4]5=[CH:5][CH:6]=4)[N:11]=3)[CH2:14][CH2:15]2)=[CH:21][CH:20]=1, predict the reactants needed to synthesize it. The reactants are: [CH2:1]([C:3]1[CH:4]=[CH:5][CH:6]=[C:7]2[C:12]=1[N:11]=[C:10]([C:13]1([C:16]3[CH:21]=[CH:20][CH:19]=[CH:18][CH:17]=3)[CH2:15][CH2:14]1)[C:9]([OH:22])=[C:8]2[C:23]([OH:25])=[O:24])[CH3:2].N1[C:36]2[C:31](=CC=CC=2)C(=O)C1=O.C(OCC(C1(C2C=CC([Cl:53])=CC=2)CC1)=O)(=O)C.